From a dataset of Reaction yield outcomes from USPTO patents with 853,638 reactions. Predict the reaction yield, written as a fraction of the theoretical maximum amount of product (1.0 means a 100% yield; for example, 0.34 means a 34% yield). (1) The reactants are [CH2:1]([N:5]1[C:9](=[O:10])[C:8](Cl)=[C:7]([C:12]2[CH:17]=[CH:16][CH:15]=[CH:14][CH:13]=2)[S:6]1(=[O:19])=[O:18])[CH2:2][CH2:3][CH3:4].[O:20]1[CH2:25][CH2:24][N:23]([C:26]2[CH:32]=[CH:31][C:29]([NH2:30])=[CH:28][CH:27]=2)[CH2:22][CH2:21]1. The catalyst is CC#N. The product is [CH2:1]([N:5]1[C:9](=[O:10])[C:8]([NH:30][C:29]2[CH:28]=[CH:27][C:26]([N:23]3[CH2:24][CH2:25][O:20][CH2:21][CH2:22]3)=[CH:32][CH:31]=2)=[C:7]([C:12]2[CH:17]=[CH:16][CH:15]=[CH:14][CH:13]=2)[S:6]1(=[O:19])=[O:18])[CH2:2][CH2:3][CH3:4]. The yield is 0.500. (2) The reactants are C(OC([NH:8][C:9]1[N:10]=[CH:11][C:12]([CH2:15][O:16][C:17](=[O:19])[CH3:18])=[N:13][CH:14]=1)=O)(C)(C)C.[C:20]([OH:26])([C:22]([F:25])([F:24])[F:23])=[O:21]. The catalyst is C(Cl)Cl. The product is [F:23][C:22]([F:25])([F:24])[C:20]([OH:26])=[O:21].[NH2:8][C:9]1[N:10]=[CH:11][C:12]([CH2:15][O:16][C:17](=[O:19])[CH3:18])=[N:13][CH:14]=1. The yield is 1.00. (3) The reactants are [CH3:1][O:2][C:3](=[O:27])[NH:4][CH:5]([C:9](=[O:26])[NH:10][C:11]1([C:14]2[NH:15][C:16]([C:19]3[CH:24]=[CH:23][C:22](Br)=[CH:21][CH:20]=3)=[CH:17][N:18]=2)[CH2:13][CH2:12]1)[CH:6]([CH3:8])[CH3:7].[B:28]1([B:28]2[O:32][C:31]([CH3:34])([CH3:33])[C:30]([CH3:36])([CH3:35])[O:29]2)[O:32][C:31]([CH3:34])([CH3:33])[C:30]([CH3:36])([CH3:35])[O:29]1.CC([O-])=O.[K+]. The catalyst is O1CCOCC1.C1C=CC([P]([Pd]([P](C2C=CC=CC=2)(C2C=CC=CC=2)C2C=CC=CC=2)([P](C2C=CC=CC=2)(C2C=CC=CC=2)C2C=CC=CC=2)[P](C2C=CC=CC=2)(C2C=CC=CC=2)C2C=CC=CC=2)(C2C=CC=CC=2)C2C=CC=CC=2)=CC=1. The product is [CH3:1][O:2][C:3](=[O:27])[NH:4][CH:5]([C:9](=[O:26])[NH:10][C:11]1([C:14]2[NH:15][C:16]([C:19]3[CH:24]=[CH:23][C:22]([B:28]4[O:32][C:31]([CH3:34])([CH3:33])[C:30]([CH3:36])([CH3:35])[O:29]4)=[CH:21][CH:20]=3)=[CH:17][N:18]=2)[CH2:13][CH2:12]1)[CH:6]([CH3:8])[CH3:7]. The yield is 0.810.